Dataset: Full USPTO retrosynthesis dataset with 1.9M reactions from patents (1976-2016). Task: Predict the reactants needed to synthesize the given product. The reactants are: [C:1]([O:5][C:6]([NH:8][CH2:9][C:10]1[CH:11]=[CH:12][C:13]([NH:20][C:21]2[CH:26]=[C:25]([C:27]([F:30])([F:29])[F:28])[CH:24]=[CH:23][C:22]=2[N+:31]([O-])=O)=[C:14]([CH:19]=1)[C:15]([O:17][CH3:18])=[O:16])=[O:7])([CH3:4])([CH3:3])[CH3:2].[H][H]. Given the product [NH2:31][C:22]1[CH:23]=[CH:24][C:25]([C:27]([F:30])([F:29])[F:28])=[CH:26][C:21]=1[NH:20][C:13]1[CH:12]=[CH:11][C:10]([CH2:9][NH:8][C:6]([O:5][C:1]([CH3:4])([CH3:3])[CH3:2])=[O:7])=[CH:19][C:14]=1[C:15]([O:17][CH3:18])=[O:16], predict the reactants needed to synthesize it.